From a dataset of Full USPTO retrosynthesis dataset with 1.9M reactions from patents (1976-2016). Predict the reactants needed to synthesize the given product. (1) The reactants are: [CH3:1][C:2]1[N:7]2[N:8]=[C:9](/[CH:11]=[CH:12]/[C:13]3[N:17]([CH3:18])[N:16]=[C:15]([N:19]4[CH2:24][CH2:23][CH2:22][CH2:21][CH2:20]4)[N:14]=3)[N:10]=[C:6]2[C:5]([CH3:25])=[N:4][CH:3]=1. Given the product [CH3:1][C:2]1[N:7]2[N:8]=[C:9]([CH2:11][CH2:12][C:13]3[N:17]([CH3:18])[N:16]=[C:15]([N:19]4[CH2:24][CH2:23][CH2:22][CH2:21][CH2:20]4)[N:14]=3)[N:10]=[C:6]2[C:5]([CH3:25])=[N:4][CH:3]=1, predict the reactants needed to synthesize it. (2) Given the product [N:21]1([C:2]2[CH:3]=[N:4][CH:5]=[CH:6][C:7]=2[C:8]2[O:9][C:10]3[CH:16]=[CH:15][C:14]([C:17]([F:20])([F:19])[F:18])=[CH:13][C:11]=3[N:12]=2)[CH:25]=[CH:24][CH:23]=[N:22]1, predict the reactants needed to synthesize it. The reactants are: F[C:2]1[CH:3]=[N:4][CH:5]=[CH:6][C:7]=1[C:8]1[O:9][C:10]2[CH:16]=[CH:15][C:14]([C:17]([F:20])([F:19])[F:18])=[CH:13][C:11]=2[N:12]=1.[NH:21]1[CH:25]=[CH:24][CH:23]=[N:22]1.C(=O)([O-])[O-].[K+].[K+].CN(C=O)C.